From a dataset of Catalyst prediction with 721,799 reactions and 888 catalyst types from USPTO. Predict which catalyst facilitates the given reaction. Reactant: [CH3:1][N:2]([CH3:17])[CH2:3][CH2:4][O:5][C:6]1[CH:11]=[CH:10][C:9]([CH2:12][CH2:13][CH2:14][CH2:15][NH2:16])=[CH:8][CH:7]=1.[C:18]([O:22][C:23]([NH:25][C:26](=[N:29][C:30]([C:32]1[C:37]([NH2:38])=[N:36][C:35]([NH2:39])=[C:34]([Cl:40])[N:33]=1)=[O:31])SC)=[O:24])([CH3:21])([CH3:20])[CH3:19]. Product: [C:18]([O:22][C:23]([NH:25][C:26]([NH:29][C:30]([C:32]1[C:37]([NH2:38])=[N:36][C:35]([NH2:39])=[C:34]([Cl:40])[N:33]=1)=[O:31])=[N:16][CH2:15][CH2:14][CH2:13][CH2:12][C:9]1[CH:10]=[CH:11][C:6]([O:5][CH2:4][CH2:3][N:2]([CH3:1])[CH3:17])=[CH:7][CH:8]=1)=[O:24])([CH3:21])([CH3:19])[CH3:20]. The catalyst class is: 531.